The task is: Predict which catalyst facilitates the given reaction.. This data is from Catalyst prediction with 721,799 reactions and 888 catalyst types from USPTO. Reactant: [NH2:1][C:2]1[N:7]=[C:6]([O:8][CH2:9][C:10]2[CH:23]=[CH:22][C:13]([CH2:14][NH:15]C(=O)C(F)(F)F)=[CH:12][CH:11]=2)[CH:5]=[CH:4][N:3]=1.CN. Product: [NH2:15][CH2:14][C:13]1[CH:12]=[CH:11][C:10]([CH2:9][O:8][C:6]2[CH:5]=[CH:4][N:3]=[C:2]([NH2:1])[N:7]=2)=[CH:23][CH:22]=1. The catalyst class is: 5.